Dataset: Peptide-MHC class I binding affinity with 185,985 pairs from IEDB/IMGT. Task: Regression. Given a peptide amino acid sequence and an MHC pseudo amino acid sequence, predict their binding affinity value. This is MHC class I binding data. (1) The peptide sequence is QRLSATLQR. The MHC is Mamu-B03 with pseudo-sequence Mamu-B03. The binding affinity (normalized) is 0.155. (2) The peptide sequence is AISSRVDRY. The MHC is HLA-A33:01 with pseudo-sequence HLA-A33:01. The binding affinity (normalized) is 0. (3) The peptide sequence is VAPHEYGFGI. The MHC is H-2-Db with pseudo-sequence H-2-Db. The binding affinity (normalized) is 0. (4) The peptide sequence is TTEMLSRALK. The MHC is HLA-A31:01 with pseudo-sequence HLA-A31:01. The binding affinity (normalized) is 0.557. (5) The peptide sequence is FSLPFPFLYKFLL. The MHC is HLA-B35:01 with pseudo-sequence HLA-B35:01. The binding affinity (normalized) is 0.181.